This data is from Full USPTO retrosynthesis dataset with 1.9M reactions from patents (1976-2016). The task is: Predict the reactants needed to synthesize the given product. (1) Given the product [NH2:10][C:9]1[CH:8]=[CH:7][C:6]([N:13]2[CH2:18][CH2:17][N:16]([C:19]([O:21][C:22]([CH3:23])([CH3:24])[CH3:25])=[O:20])[CH2:15][CH2:14]2)=[CH:5][C:4]=1[NH:3][CH2:1][CH3:2], predict the reactants needed to synthesize it. The reactants are: [CH2:1]([NH:3][C:4]1[CH:5]=[C:6]([N:13]2[CH2:18][CH2:17][N:16]([C:19]([O:21][C:22]([CH3:25])([CH3:24])[CH3:23])=[O:20])[CH2:15][CH2:14]2)[CH:7]=[CH:8][C:9]=1[N+:10]([O-])=O)[CH3:2].CCO.O.NN. (2) Given the product [C:13]([C:3]1[N:2]([CH3:1])[CH:6]=[C:5]([N:7]2[CH2:11][CH2:10][CH2:9][C:8]2=[O:12])[N:4]=1)#[CH:15], predict the reactants needed to synthesize it. The reactants are: [CH3:1][N:2]1[CH:6]=[C:5]([N:7]2[CH2:11][CH2:10][CH2:9][C:8]2=[O:12])[N:4]=[C:3]1[CH:13]=O.[CH3:15]/C(/[O-])=C(/P(OC)(OC)=O)\[N+]#N.C([O-])([O-])=O.[K+].[K+]. (3) Given the product [F:1][C:2]1[CH:3]=[C:4]([C:8]2[NH:40][C:37]3[C:38]([C:9]=2[CH2:10][CH2:11][CH2:12][N:13]2[CH2:18][CH2:17][CH:16]([C:19]4[CH:20]=[C:21]([NH:25][C:26](=[O:30])[CH:27]([CH3:29])[CH3:28])[CH:22]=[CH:23][CH:24]=4)[CH2:15][CH2:14]2)=[CH:39][C:34]([CH3:33])=[CH:35][CH:36]=3)[CH:5]=[CH:6][CH:7]=1, predict the reactants needed to synthesize it. The reactants are: [F:1][C:2]1[CH:3]=[C:4]([C:8](=O)[CH2:9][CH2:10][CH2:11][CH2:12][N:13]2[CH2:18][CH2:17][CH:16]([C:19]3[CH:20]=[C:21]([NH:25][C:26](=[O:30])[CH:27]([CH3:29])[CH3:28])[CH:22]=[CH:23][CH:24]=3)[CH2:15][CH2:14]2)[CH:5]=[CH:6][CH:7]=1.Cl.[CH3:33][C:34]1[CH:39]=[CH:38][C:37]([NH:40]N)=[CH:36][CH:35]=1. (4) Given the product [C:1]([O:5][C:6]([N:8]1[CH2:13][CH2:12][CH:11]([C:14]2[CH:15]=[CH:16][C:17]([O:20][CH2:21][CH2:22][CH2:23][O:24][CH2:25][C:26]3[CH:31]=[CH:30][CH:29]=[CH:28][C:27]=3[O:32][CH3:33])=[CH:18][CH:19]=2)[CH:10]([NH:34][C:35]([C:37]2[CH:46]=[C:45]3[C:40]([CH2:41][CH2:42][CH2:43][NH:44]3)=[CH:39][CH:38]=2)=[O:36])[CH2:9]1)=[O:7])([CH3:4])([CH3:2])[CH3:3], predict the reactants needed to synthesize it. The reactants are: [C:1]([O:5][C:6]([N:8]1[CH2:13][CH2:12][CH:11]([C:14]2[CH:19]=[CH:18][C:17]([O:20][CH2:21][CH2:22][CH2:23][O:24][CH2:25][C:26]3[CH:31]=[CH:30][CH:29]=[CH:28][C:27]=3[O:32][CH3:33])=[CH:16][CH:15]=2)[CH:10]([NH:34][C:35]([C:37]2[CH:46]=[C:45]3[C:40]([CH:41]=[CH:42][CH:43]=[N:44]3)=[CH:39][CH:38]=2)=[O:36])[CH2:9]1)=[O:7])([CH3:4])([CH3:3])[CH3:2].[BH4-].[Na+].C(OCC)(=O)C.O. (5) Given the product [CH3:31][N:18]([CH2:17][C:3]1[N:2]([CH3:1])[C:6]2[C:7]([N:11]3[CH2:51][CH2:50][N:14]([CH3:13])[CH2:15][CH2:16]3)=[CH:8][CH:9]=[CH:10][C:5]=2[N:4]=1)[CH:19]1[C:24]2=[N:25][CH:26]=[CH:27][CH:28]=[C:23]2[O:22][CH2:21][CH2:20]1, predict the reactants needed to synthesize it. The reactants are: [CH3:1][N:2]1[C:6]2[C:7]([N:11]3[CH2:16][CH2:15][NH:14][CH2:13]C3)=[CH:8][CH:9]=[CH:10][C:5]=2[N:4]=[C:3]1[CH2:17][NH:18][CH:19]1[C:24]2=[N:25][CH:26]=[CH:27][CH:28]=[C:23]2[O:22][CH2:21][CH2:20]1.C=O.[C:31](O)(=O)C.C(O[BH-](OC(=O)C)OC(=O)C)(=O)C.[Na+].Cl[CH2:50][CH2:51]Cl.